Dataset: Full USPTO retrosynthesis dataset with 1.9M reactions from patents (1976-2016). Task: Predict the reactants needed to synthesize the given product. (1) Given the product [Cl:14][C:12]1[CH:11]=[CH:10][C:9]([CH3:15])=[C:8]([C:6]2[N:5]=[C:4]([NH2:16])[N:3]=[C:2]([NH:25][C:21]3[CH:22]=[CH:23][CH:24]=[C:19]([CH2:17][CH3:18])[CH:20]=3)[CH:7]=2)[CH:13]=1, predict the reactants needed to synthesize it. The reactants are: Cl[C:2]1[CH:7]=[C:6]([C:8]2[CH:13]=[C:12]([Cl:14])[CH:11]=[CH:10][C:9]=2[CH3:15])[N:5]=[C:4]([NH2:16])[N:3]=1.[CH2:17]([C:19]1[CH:20]=[C:21]([NH2:25])[CH:22]=[CH:23][CH:24]=1)[CH3:18]. (2) Given the product [CH3:26][C:27]1[N:28]=[CH:29][N:30]([C:1]([C:14]2[CH:19]=[CH:18][CH:17]=[CH:16][CH:15]=2)([C:8]2[CH:13]=[CH:12][CH:11]=[CH:10][CH:9]=2)[C:2]2[CH:7]=[CH:6][CH:5]=[CH:4][CH:3]=2)[CH:31]=1, predict the reactants needed to synthesize it. The reactants are: [C:1](Cl)([C:14]1[CH:19]=[CH:18][CH:17]=[CH:16][CH:15]=1)([C:8]1[CH:13]=[CH:12][CH:11]=[CH:10][CH:9]=1)[C:2]1[CH:7]=[CH:6][CH:5]=[CH:4][CH:3]=1.CN(C)C=O.[CH3:26][C:27]1[N:28]=[CH:29][NH:30][CH:31]=1.C(N(CC)CC)C. (3) Given the product [OH:24][CH2:23][CH2:22][C@@H:18]1[CH2:19][CH2:20][CH2:21][N:17]1[C:15]([O:14][C:10]([CH3:13])([CH3:12])[CH3:11])=[O:16], predict the reactants needed to synthesize it. The reactants are: C(N(C(C)C)CC)(C)C.[C:10]([O:14][C:15]([N:17]1[CH2:21][CH2:20][CH2:19][C@H:18]1[CH2:22][C:23](O)=[O:24])=[O:16])([CH3:13])([CH3:12])[CH3:11].ClC(OCC(C)C)=O. (4) The reactants are: OO.[CH:3]([OH:5])=[O:4].[CH2:6]=[CH:7][CH2:8][CH2:9][CH2:10][CH2:11][CH2:12][CH2:13][CH2:14][CH2:15][CH2:16][CH2:17][CH2:18]C.CC=CCCCCCCCCCCC.CCC=CCCCCCCCCCC.CCCC=CCCCCCCCCC.CCCCC=CCCCCCCCC.CCCCCC=CCCCCCCC.CCCCCCC=CCCCCCC.[OH-].[Na+]. Given the product [C:3]([OH:5])([OH:4])=[CH:18][CH2:17][CH2:16][CH2:15][CH2:14][CH2:13][CH2:12][CH2:11][CH2:10][CH2:9][CH2:8][CH2:7][CH3:6], predict the reactants needed to synthesize it.